Dataset: Catalyst prediction with 721,799 reactions and 888 catalyst types from USPTO. Task: Predict which catalyst facilitates the given reaction. (1) Reactant: [NH:1]1[CH2:4][CH:3]([CH2:5][C:6]2[N:7]([CH3:32])[C:8]3[C:13]([N:14]=2)=[C:12]([N:15]2[CH2:20][CH2:19][O:18][CH2:17][CH2:16]2)[N:11]=[C:10]([N:21]2[C:25]4[CH:26]=[CH:27][CH:28]=[CH:29][C:24]=4[N:23]=[C:22]2[CH2:30][CH3:31])[N:9]=3)[CH2:2]1.[C:33](O)(=[O:37])[C@H:34]([CH3:36])[OH:35].CCN(C(C)C)C(C)C.CN(C(ON1N=NC2C=CC=NC1=2)=[N+](C)C)C.F[P-](F)(F)(F)(F)F. Product: [CH2:30]([C:22]1[N:21]([C:10]2[N:9]=[C:8]3[C:13]([N:14]=[C:6]([CH2:5][CH:3]4[CH2:2][N:1]([C:33](=[O:37])[C@@H:34]([OH:35])[CH3:36])[CH2:4]4)[N:7]3[CH3:32])=[C:12]([N:15]3[CH2:20][CH2:19][O:18][CH2:17][CH2:16]3)[N:11]=2)[C:25]2[CH:26]=[CH:27][CH:28]=[CH:29][C:24]=2[N:23]=1)[CH3:31]. The catalyst class is: 2. (2) Reactant: [F:1][C:2]1[CH:3]=[C:4]([CH:9]2[NH:14][C:13](=[O:15])[C:12]([CH3:17])([CH3:16])[C:11](=[O:18])[CH2:10]2)[CH:5]=[C:6]([F:8])[CH:7]=1.[BH4-].[Na+]. Product: [F:8][C:6]1[CH:5]=[C:4]([C@H:9]2[NH:14][C:13](=[O:15])[C:12]([CH3:16])([CH3:17])[C@@H:11]([OH:18])[CH2:10]2)[CH:3]=[C:2]([F:1])[CH:7]=1. The catalyst class is: 36. (3) Reactant: [F:1][C:2]([F:7])([F:6])[C:3]([OH:5])=[O:4].[Cl:8][C:9]1[CH:23]=[CH:22][C:12]([CH2:13][NH:14]C(=O)OC(C)(C)C)=[C:11]([CH2:24][NH:25][C:26]([C@@H:28]2[CH2:33][N:32]([CH3:34])[CH2:31][CH2:30][N:29]2[C:35](=[O:42])[C@H:36]([OH:41])[C:37]([CH3:40])([CH3:39])[CH3:38])=[O:27])[CH:10]=1. Product: [F:1][C:2]([F:7])([F:6])[C:3]([OH:5])=[O:4].[NH2:14][CH2:13][C:12]1[CH:22]=[CH:23][C:9]([Cl:8])=[CH:10][C:11]=1[CH2:24][NH:25][C:26]([C@@H:28]1[CH2:33][N:32]([CH3:34])[CH2:31][CH2:30][N:29]1[C:35](=[O:42])[C@H:36]([OH:41])[C:37]([CH3:39])([CH3:40])[CH3:38])=[O:27]. The catalyst class is: 2. (4) The catalyst class is: 29. Reactant: Cl[C:2]1[CH:7]=[CH:6][C:5]([C:8]([C:48]2[CH:53]=[CH:52][C:51](Cl)=[CH:50][CH:49]=2)([OH:47])[CH2:9][NH:10][C:11]2[N:19]=[C:18]([N:20]3[CH2:24][CH2:23][C@@H:22]([NH:25][C:26]([NH:28][C:29]4[CH:30]=[N:31][CH:32]=[CH:33][CH:34]=4)=[O:27])[CH2:21]3)[N:17]=[C:16]3[C:12]=2[N:13]=[CH:14][N:15]3[C@@H:35]2[CH2:39][C@H:38]([NH:40][C:41](=[O:44])[CH2:42][OH:43])[C@@H:37]([OH:45])[C@H:36]2[OH:46])=[CH:4][CH:3]=1.C([O-])=O.[NH4+]. Product: [OH:45][C@H:37]1[C@@H:36]([OH:46])[C@H:35]([N:15]2[CH:14]=[N:13][C:12]3[C:16]2=[N:17][C:18]([N:20]2[CH2:24][CH2:23][C@@H:22]([NH:25][C:26]([NH:28][C:29]4[CH:30]=[N:31][CH:32]=[CH:33][CH:34]=4)=[O:27])[CH2:21]2)=[N:19][C:11]=3[NH:10][CH2:9][C:8]([OH:47])([C:48]2[CH:49]=[CH:50][CH:51]=[CH:52][CH:53]=2)[C:5]2[CH:6]=[CH:7][CH:2]=[CH:3][CH:4]=2)[CH2:39][C@@H:38]1[NH:40][C:41](=[O:44])[CH2:42][OH:43]. (5) Reactant: C([N:8]([C@H](C1C=CC=CC=1)C)[C@@H:9]([C:13]1[CH:14]=[C:15]([CH2:19][C:20]([O:22][CH3:23])=[O:21])[CH:16]=[CH:17][CH:18]=1)[CH2:10][CH2:11][OH:12])C1C=CC=CC=1. Product: [NH2:8][C@@H:9]([C:13]1[CH:14]=[C:15]([CH2:19][C:20]([O:22][CH3:23])=[O:21])[CH:16]=[CH:17][CH:18]=1)[CH2:10][CH2:11][OH:12]. The catalyst class is: 19.